From a dataset of NCI-60 drug combinations with 297,098 pairs across 59 cell lines. Regression. Given two drug SMILES strings and cell line genomic features, predict the synergy score measuring deviation from expected non-interaction effect. (1) Drug 1: CC=C1C(=O)NC(C(=O)OC2CC(=O)NC(C(=O)NC(CSSCCC=C2)C(=O)N1)C(C)C)C(C)C. Drug 2: CCC1(CC2CC(C3=C(CCN(C2)C1)C4=CC=CC=C4N3)(C5=C(C=C6C(=C5)C78CCN9C7C(C=CC9)(C(C(C8N6C)(C(=O)OC)O)OC(=O)C)CC)OC)C(=O)OC)O.OS(=O)(=O)O. Cell line: SK-OV-3. Synergy scores: CSS=0.874, Synergy_ZIP=-0.675, Synergy_Bliss=3.15, Synergy_Loewe=0.620, Synergy_HSA=1.07. (2) Drug 1: C1CC(CNC1)C2=CC=C(C=C2)N3C=C4C=CC=C(C4=N3)C(=O)N. Drug 2: C1=CC(=C(C=C1I)F)NC2=C(C=CC(=C2F)F)C(=O)NOCC(CO)O. Cell line: T-47D. Synergy scores: CSS=15.1, Synergy_ZIP=2.62, Synergy_Bliss=1.38, Synergy_Loewe=3.14, Synergy_HSA=3.23. (3) Drug 2: CC12CCC3C(C1CCC2OP(=O)(O)O)CCC4=C3C=CC(=C4)OC(=O)N(CCCl)CCCl.[Na+]. Cell line: MDA-MB-435. Synergy scores: CSS=17.7, Synergy_ZIP=-4.84, Synergy_Bliss=-2.35, Synergy_Loewe=-1.16, Synergy_HSA=-1.60. Drug 1: C1=CC=C(C(=C1)C(C2=CC=C(C=C2)Cl)C(Cl)Cl)Cl. (4) Drug 1: CC1=C(C=C(C=C1)C(=O)NC2=CC(=CC(=C2)C(F)(F)F)N3C=C(N=C3)C)NC4=NC=CC(=N4)C5=CN=CC=C5. Drug 2: CC1CCCC2(C(O2)CC(NC(=O)CC(C(C(=O)C(C1O)C)(C)C)O)C(=CC3=CSC(=N3)C)C)C. Cell line: SK-OV-3. Synergy scores: CSS=49.1, Synergy_ZIP=4.94, Synergy_Bliss=3.29, Synergy_Loewe=-6.35, Synergy_HSA=7.01. (5) Drug 1: CC1C(C(CC(O1)OC2CC(CC3=C2C(=C4C(=C3O)C(=O)C5=C(C4=O)C(=CC=C5)OC)O)(C(=O)C)O)N)O.Cl. Drug 2: C1=NC(=NC(=O)N1C2C(C(C(O2)CO)O)O)N. Cell line: UACC-257. Synergy scores: CSS=-4.45, Synergy_ZIP=1.10, Synergy_Bliss=0.419, Synergy_Loewe=-8.06, Synergy_HSA=-4.00. (6) Drug 1: CCCS(=O)(=O)NC1=C(C(=C(C=C1)F)C(=O)C2=CNC3=C2C=C(C=N3)C4=CC=C(C=C4)Cl)F. Drug 2: N.N.Cl[Pt+2]Cl. Cell line: ACHN. Synergy scores: CSS=10.6, Synergy_ZIP=-2.43, Synergy_Bliss=1.45, Synergy_Loewe=-1.93, Synergy_HSA=0.634.